From a dataset of Forward reaction prediction with 1.9M reactions from USPTO patents (1976-2016). Predict the product of the given reaction. Given the reactants [OH-].[Na+].[Cl:3][C:4]1[CH:13]=[CH:12][CH:11]=[C:10]([CH:14]2[CH2:16][CH2:15]2)[C:5]=1[C:6]([O:8]C)=[O:7].Cl, predict the reaction product. The product is: [Cl:3][C:4]1[CH:13]=[CH:12][CH:11]=[C:10]([CH:14]2[CH2:15][CH2:16]2)[C:5]=1[C:6]([OH:8])=[O:7].